Dataset: Forward reaction prediction with 1.9M reactions from USPTO patents (1976-2016). Task: Predict the product of the given reaction. (1) Given the reactants [CH3:1][NH:2][CH2:3][CH2:4][C:5]1[CH2:6][C:7]2[C:12]([C:13]=1[CH2:14][C:15]1[CH:20]=[N:19][CH:18]=[CH:17][N:16]=1)=[CH:11][CH:10]=[CH:9][CH:8]=2.C(=O)([O-])[O-].[K+].[K+].Br[CH2:28][CH2:29][F:30], predict the reaction product. The product is: [F:30][CH2:29][CH2:28][N:2]([CH3:1])[CH2:3][CH2:4][C:5]1[CH2:6][C:7]2[C:12]([C:13]=1[CH2:14][C:15]1[CH:20]=[N:19][CH:18]=[CH:17][N:16]=1)=[CH:11][CH:10]=[CH:9][CH:8]=2. (2) The product is: [CH:20]1[CH:21]=[C:22]2[C:23]([C:2]3[C:3]([NH:16][C:17]2=[CH:18][CH:19]=1)=[CH:4][C:5]1[C:14]([C:13]2[C:8]([NH:7][C:6]=1[CH:1]=3)=[CH:9][CH:10]=[CH:11][CH:12]=2)=[O:15])=[O:24]. Given the reactants [CH2:1]1[C:6]2[NH:7][C:8]3[C:13]([C:14](=[O:15])[C:5]=2[CH2:4][C:3]2[NH:16][C:17]4[C:22]([C:23](=[O:24])[C:2]1=2)=[CH:21][CH:20]=[CH:19][CH:18]=4)=[CH:12][CH:11]=[CH:10][CH:9]=3.[OH-].[Na+].C1C(S(O)(=O)=O)=CC2C(C3C=C(S(O)(=O)=O)C=CC=3C(=O)C=2C=1)=O.OO, predict the reaction product. (3) Given the reactants Cl[C:2]1[C:11]2[C:6](=[CH:7][CH:8]=[C:9]([CH3:12])[CH:10]=2)[N:5]=[C:4]([N:13]2[CH2:19][C:18]3[CH:20]=[CH:21][CH:22]=[CH:23][C:17]=3[S:16](=[O:25])(=[O:24])[CH2:15][CH2:14]2)[CH:3]=1.[CH3:26][N:27]1[CH2:32][CH2:31][N:30]([C@@H:33]2[CH2:37][NH:36][CH2:35][C@H:34]2[OH:38])[CH2:29][CH2:28]1, predict the reaction product. The product is: [O:24]=[S:16]1(=[O:25])[C:17]2[CH:23]=[CH:22][CH:21]=[CH:20][C:18]=2[CH2:19][N:13]([C:4]2[CH:3]=[C:2]([N:36]3[CH2:37][C@@H:33]([N:30]4[CH2:31][CH2:32][N:27]([CH3:26])[CH2:28][CH2:29]4)[C@H:34]([OH:38])[CH2:35]3)[C:11]3[C:6](=[CH:7][CH:8]=[C:9]([CH3:12])[CH:10]=3)[N:5]=2)[CH2:14][CH2:15]1. (4) Given the reactants [K].[C:2]([C:6]1[CH:11]=[CH:10][C:9]([S:12]([NH:15][C:16]2[C:21]([O:22][C:23]3[CH:28]=[CH:27][CH:26]=[CH:25][C:24]=3[O:29][CH3:30])=[C:20](Cl)[N:19]=[C:18]([C:32]3[N:37]=[CH:36][CH:35]=[CH:34][N:33]=3)[N:17]=2)(=[O:14])=[O:13])=[CH:8][CH:7]=1)([CH3:5])([CH3:4])[CH3:3].[OH-].[Ca+2:39].[OH-].[CH2:41]([OH:44])[CH2:42][OH:43], predict the reaction product. The product is: [CH3:3][C:2]([C:6]1[CH:11]=[CH:10][C:9]([S:12]([NH:15][C:16]2[C:21]([O:22][C:23]3[CH:28]=[CH:27][CH:26]=[CH:25][C:24]=3[O:29][CH3:30])=[C:20]([O:43][CH2:42][CH2:41][OH:44])[N:19]=[C:18]([C:32]3[N:37]=[CH:36][CH:35]=[CH:34][N:33]=3)[N:17]=2)(=[O:14])=[O:13])=[CH:8][CH:7]=1)([CH3:5])[CH3:4].[Ca:39].[CH3:3][C:2]([C:6]1[CH:11]=[CH:10][C:9]([S:12]([NH:15][C:16]2[C:21]([O:22][C:23]3[CH:28]=[CH:27][CH:26]=[CH:25][C:24]=3[O:29][CH3:30])=[C:20]([O:43][CH2:42][CH2:41][OH:44])[N:19]=[C:18]([C:32]3[N:37]=[CH:36][CH:35]=[CH:34][N:33]=3)[N:17]=2)(=[O:14])=[O:13])=[CH:8][CH:7]=1)([CH3:5])[CH3:4]. (5) Given the reactants [NH2:1][C:2]1[CH:7]=[C:6]([O:8][C:9]2[C:14]([F:15])=[CH:13][C:12]([NH:16][C:17]([C:19]3([C:22]([NH:24][C:25]4[CH:30]=[CH:29][C:28]([F:31])=[CH:27][CH:26]=4)=[O:23])[CH2:21][CH2:20]3)=[O:18])=[C:11]([F:32])[CH:10]=2)[CH:5]=[CH:4][N:3]=1.[C:33]([O:37][C:38]([N:40]1[CH2:43][CH:42]([C:44](O)=[O:45])[CH2:41]1)=[O:39])([CH3:36])([CH3:35])[CH3:34].CN(C(ON1N=NC2C=CC=NC1=2)=[N+](C)C)C.F[P-](F)(F)(F)(F)F.CCN(C(C)C)C(C)C, predict the reaction product. The product is: [F:15][C:14]1[CH:13]=[C:12]([NH:16][C:17]([C:19]2([C:22](=[O:23])[NH:24][C:25]3[CH:26]=[CH:27][C:28]([F:31])=[CH:29][CH:30]=3)[CH2:21][CH2:20]2)=[O:18])[C:11]([F:32])=[CH:10][C:9]=1[O:8][C:6]1[CH:5]=[CH:4][N:3]=[C:2]([NH:1][C:44]([CH:42]2[CH2:43][N:40]([C:38]([O:37][C:33]([CH3:36])([CH3:35])[CH3:34])=[O:39])[CH2:41]2)=[O:45])[CH:7]=1.